Dataset: Peptide-MHC class I binding affinity with 185,985 pairs from IEDB/IMGT. Task: Regression. Given a peptide amino acid sequence and an MHC pseudo amino acid sequence, predict their binding affinity value. This is MHC class I binding data. (1) The peptide sequence is QAISPRTLNAW. The MHC is HLA-A68:01 with pseudo-sequence HLA-A68:01. The binding affinity (normalized) is 0.0300. (2) The peptide sequence is APVLRDIDL. The MHC is HLA-B51:01 with pseudo-sequence HLA-B51:01. The binding affinity (normalized) is 0. (3) The peptide sequence is REGDLTCNSTV. The MHC is Mamu-A11 with pseudo-sequence Mamu-A11. The binding affinity (normalized) is 0.661. (4) The peptide sequence is RTSKAALER. The MHC is HLA-A23:01 with pseudo-sequence HLA-A23:01. The binding affinity (normalized) is 0. (5) The peptide sequence is HVTGRWNWW. The MHC is HLA-A02:11 with pseudo-sequence HLA-A02:11. The binding affinity (normalized) is 0.0847. (6) The peptide sequence is NVQSLIKFI. The MHC is HLA-A02:02 with pseudo-sequence HLA-A02:02. The binding affinity (normalized) is 0.126.